From a dataset of Forward reaction prediction with 1.9M reactions from USPTO patents (1976-2016). Predict the product of the given reaction. (1) Given the reactants [N+:1]([C:4]1[CH:9]=[CH:8][C:7]([C:10](=[O:12])[CH3:11])=[CH:6][CH:5]=1)([O-:3])=[O:2].[CH:13]([C:15]1[CH:24]=[CH:23][C:18]([C:19]([O:21][CH3:22])=[O:20])=[CH:17][CH:16]=1)=O.N1CCCCC1, predict the reaction product. The product is: [N+:1]([C:4]1[CH:5]=[CH:6][C:7]([C:10](=[O:12])[CH:11]=[CH:13][C:15]2[CH:24]=[CH:23][C:18]([C:19]([O:21][CH3:22])=[O:20])=[CH:17][CH:16]=2)=[CH:8][CH:9]=1)([O-:3])=[O:2]. (2) Given the reactants [Cl:1][C:2]1[CH:3]=[C:4]([N:10]2[C:14]([CH3:15])=[C:13](C(O)=O)[C:12]([CH3:19])=[N:11]2)[CH:5]=[CH:6][C:7]=1[C:8]#[N:9].C([N:22](CC)CC)C.C1(P(N=[N+]=[N-])(C2C=CC=CC=2)=O)C=CC=CC=1.O, predict the reaction product. The product is: [NH2:22][C:13]1[C:12]([CH3:19])=[N:11][N:10]([C:4]2[CH:5]=[CH:6][C:7]([C:8]#[N:9])=[C:2]([Cl:1])[CH:3]=2)[C:14]=1[CH3:15].